From a dataset of Peptide-MHC class I binding affinity with 185,985 pairs from IEDB/IMGT. Regression. Given a peptide amino acid sequence and an MHC pseudo amino acid sequence, predict their binding affinity value. This is MHC class I binding data. (1) The peptide sequence is LAYARGQAM. The MHC is HLA-A30:02 with pseudo-sequence HLA-A30:02. The binding affinity (normalized) is 0.213. (2) The peptide sequence is SHDVLTVQF. The MHC is HLA-B35:01 with pseudo-sequence HLA-B35:01. The binding affinity (normalized) is 0.0847. (3) The peptide sequence is LQIVRFTDY. The MHC is HLA-B48:01 with pseudo-sequence HLA-B48:01. The binding affinity (normalized) is 0.0847. (4) The peptide sequence is ETESVNSNY. The MHC is HLA-A03:01 with pseudo-sequence HLA-A03:01. The binding affinity (normalized) is 0.0847. (5) The peptide sequence is AGGDIWVTR. The MHC is HLA-A33:01 with pseudo-sequence HLA-A33:01. The binding affinity (normalized) is 0.324.